The task is: Predict the reactants needed to synthesize the given product.. This data is from Full USPTO retrosynthesis dataset with 1.9M reactions from patents (1976-2016). (1) Given the product [Na+:18].[Na+:18].[CH2:20]([N:21]([CH2:26][C:27]([OH:29])=[O:28])[CH2:22][C:23]([OH:25])=[O:24])[CH2:19][N:30]([CH2:35][C:36]([O-:38])=[O:37])[CH2:31][C:32]([O-:34])=[O:33], predict the reactants needed to synthesize it. The reactants are: CCCCCCCCCCCCOS([O-])(=O)=O.[Na+:18].[CH2:19]([N:30]([CH2:35][C:36]([OH:38])=[O:37])[CH2:31][C:32]([OH:34])=[O:33])[CH2:20][N:21]([CH2:26][C:27]([OH:29])=[O:28])[CH2:22][C:23]([OH:25])=[O:24]. (2) The reactants are: [C:1]([CH:3]([CH:12]([CH3:14])[CH3:13])[C:4]([NH:6][C:7]([NH:9][CH2:10][CH3:11])=[O:8])=[O:5])#[N:2].C[Si](N[Si](C)(C)C)(C)C.C[Si](Cl)(C)C. Given the product [CH2:10]([N:9]1[C:1]([NH2:2])=[C:3]([CH:12]([CH3:13])[CH3:14])[C:4](=[O:5])[NH:6][C:7]1=[O:8])[CH3:11], predict the reactants needed to synthesize it. (3) Given the product [Cl:1][C:2]1[C:9]([Cl:10])=[CH:8][CH:7]=[C:6]([Cl:11])[C:3]=1[CH:4]([OH:5])[CH3:15], predict the reactants needed to synthesize it. The reactants are: [Cl:1][C:2]1[C:9]([Cl:10])=[CH:8][CH:7]=[C:6]([Cl:11])[C:3]=1[CH:4]=[O:5].C[Mg+].[Br-].[CH2:15](OCCCC)CCC. (4) Given the product [CH2:3]([O:10][C:11]([NH:13][C@H:14]1[CH2:19][CH2:18][C@H:17]([CH2:20][OH:21])[CH2:16][CH2:15]1)=[O:12])[C:4]1[CH:5]=[CH:6][CH:7]=[CH:8][CH:9]=1, predict the reactants needed to synthesize it. The reactants are: N#N.[CH2:3]([O:10][C:11]([NH:13][C@H:14]1[CH2:19][CH2:18][C@H:17]([C:20](O)=[O:21])[CH2:16][CH2:15]1)=[O:12])[C:4]1[CH:9]=[CH:8][CH:7]=[CH:6][CH:5]=1.S(C)C.[BH4-].[Na+]. (5) The reactants are: [NH:1]([C:8](=[O:28])[CH:9]([C:19]1[CH:27]=[CH:26][C:22]([C:23]([OH:25])=[O:24])=[CH:21][CH:20]=1)[C:10]([NH:12][C:13]1[CH:18]=[CH:17][CH:16]=[CH:15][CH:14]=1)=[O:11])[C:2]1[CH:7]=[CH:6][CH:5]=[CH:4][CH:3]=1.CCN=C=NCCCN(C)C.C1C=CC2N([OH:49])N=NC=2C=1.[NH2:50][C:51]1[CH:56]=[CH:55][CH:54]=[CH:53][C:52]=1[NH:57][C:58](=[O:64])[O:59][C:60]([CH3:63])([CH3:62])[CH3:61]. Given the product [NH:1]([C:8](=[O:28])[CH:9]([C:19]1[CH:20]=[CH:21][C:22]([C:23]([NH:50][C:51]2[CH:56]=[CH:55][CH:54]=[CH:53][C:52]=2[NH:57][C:58](=[O:64])[O:59][C:60]([CH3:61])([CH3:63])[CH3:62])=[O:24])=[CH:26][CH:27]=1)[C:10]([NH:12][C:13]1[CH:18]=[CH:17][CH:16]=[CH:15][CH:14]=1)=[O:11])[C:2]1[CH:7]=[CH:6][CH:5]=[CH:4][CH:3]=1.[C:23](=[O:24])([OH:49])[OH:25], predict the reactants needed to synthesize it.